This data is from Forward reaction prediction with 1.9M reactions from USPTO patents (1976-2016). The task is: Predict the product of the given reaction. (1) The product is: [CH:18]([N:13]1[C:12]([C:30]2[S:29][CH:33]=[CH:32][CH:31]=2)=[C:11]2[C:15]([CH2:16][CH2:17][NH:8][CH2:9][CH2:10]2)=[N:14]1)([CH3:19])[CH3:20]. Given the reactants C(OC([N:8]1[CH2:17][CH2:16][C:15]2[C:11](=[C:12](OS(C(F)(F)F)(=O)=O)[N:13]([CH:18]([CH3:20])[CH3:19])[N:14]=2)[CH2:10][CH2:9]1)=O)(C)(C)C.[S:29]1[CH:33]=[CH:32][CH:31]=[C:30]1B(O)O, predict the reaction product. (2) Given the reactants [CH:1]12[O:6][CH:5]1[CH2:4][N:3]([C:7]([O:9][CH2:10][C:11]1[CH:16]=[CH:15][CH:14]=[CH:13][CH:12]=1)=[O:8])[CH2:2]2.[OH-].[NH4+:18], predict the reaction product. The product is: [NH2:18][C@@H:1]1[C@@H:5]([OH:6])[CH2:4][N:3]([C:7]([O:9][CH2:10][C:11]2[CH:16]=[CH:15][CH:14]=[CH:13][CH:12]=2)=[O:8])[CH2:2]1. (3) Given the reactants C([O:3][C:4](=[O:41])[CH2:5][CH2:6][C:7]1[CH:12]=[CH:11][C:10]([C:13]([CH2:38][CH3:39])([C:16]2[CH:21]=[CH:20][C:19](/[CH:22]=[CH:23]/[C:24]([O:33]COC)([C:29]([F:32])([F:31])[F:30])[C:25]([F:28])([F:27])[F:26])=[C:18]([CH3:37])[CH:17]=2)[CH2:14][CH3:15])=[CH:9][C:8]=1[CH3:40])C.[OH-].[K+].Cl, predict the reaction product. The product is: [CH2:14]([C:13]([C:10]1[CH:11]=[CH:12][C:7]([CH2:6][CH2:5][C:4]([OH:41])=[O:3])=[C:8]([CH3:40])[CH:9]=1)([C:16]1[CH:21]=[CH:20][C:19](/[CH:22]=[CH:23]/[C:24]([OH:33])([C:29]([F:31])([F:30])[F:32])[C:25]([F:28])([F:26])[F:27])=[C:18]([CH3:37])[CH:17]=1)[CH2:38][CH3:39])[CH3:15].